This data is from Forward reaction prediction with 1.9M reactions from USPTO patents (1976-2016). The task is: Predict the product of the given reaction. (1) Given the reactants Br[C:2]1[CH:3]=[C:4]([NH2:11])[C:5]([N+:8]([O-:10])=[O:9])=[N:6][CH:7]=1.C([O-])([O-])=O.[Cs+].[Cs+].[C:18]([O:22][C:23]([NH:25][C:26]1[CH:31]=[CH:30][C:29]([OH:32])=[CH:28][CH:27]=1)=[O:24])([CH3:21])([CH3:20])[CH3:19], predict the reaction product. The product is: [N+:8]([C:5]1[C:4]([NH2:11])=[CH:3][C:2]([O:32][C:29]2[CH:28]=[CH:27][C:26]([NH:25][C:23]([O:22][C:18]([CH3:21])([CH3:20])[CH3:19])=[O:24])=[CH:31][CH:30]=2)=[CH:7][N:6]=1)([O-:10])=[O:9]. (2) Given the reactants C(O[CH:10]([CH2:22][CH2:23][CH2:24][CH2:25][CH2:26][CH2:27][CH2:28]C)[CH2:11][CH2:12][CH2:13][CH2:14][CH2:15][CH2:16][CH2:17][CH2:18][CH2:19][CH2:20][CH3:21])(=O)C1C=CC=CC=1.C([O-])(=O)[CH:31](C)[OH:32].C([O-])(=O)C(C)(C)C.C([O-])(=O)CCCCCCC, predict the reaction product. The product is: [CH3:21][CH2:20][CH2:19][CH2:18][CH2:17][CH2:16][CH2:15][CH2:14][CH2:13][CH2:12][CH:11]([CH2:31][OH:32])[CH2:10][CH2:22][CH2:23][CH2:24][CH2:25][CH2:26][CH2:27][CH3:28]. (3) The product is: [F:1][C:2]([F:23])([F:22])[C:3]1[CH:17]=[C:16]([C:18]([F:20])([F:21])[F:19])[CH:15]=[CH:14][C:4]=1[CH2:5][N:6]1[CH2:7][CH2:8][CH:9](/[CH:12]=[C:33]2/[C:29]([NH:28][CH2:27][C:26]([NH:25][CH3:24])=[O:35])=[N:30][C:31](=[O:34])[S:32]/2)[CH2:10][CH2:11]1. Given the reactants [F:1][C:2]([F:23])([F:22])[C:3]1[CH:17]=[C:16]([C:18]([F:21])([F:20])[F:19])[CH:15]=[CH:14][C:4]=1[CH2:5][N:6]1[CH2:11][CH2:10][CH:9]([CH:12]=O)[CH2:8][CH2:7]1.[CH3:24][NH:25][C:26](=[O:35])[CH2:27][NH:28][C:29]1[CH2:33][S:32][C:31](=[O:34])[N:30]=1.C([O-])(=O)C.[NH2+]1CCCCC1, predict the reaction product.